This data is from Catalyst prediction with 721,799 reactions and 888 catalyst types from USPTO. The task is: Predict which catalyst facilitates the given reaction. (1) Reactant: CO[C:3](=[O:20])[C:4]1[CH:9]=[CH:8][C:7]([CH3:10])=[C:6]([N:11]2[CH:16]=[C:15](Br)[N:14]=[C:13](Br)[C:12]2=[O:19])[CH:5]=1.C([N:24](CC)[CH:25]([CH3:27])[CH3:26])(C)C.[CH3:30][C:31]([CH3:47])([C:33]1[CH:38]=[CH:37][CH:36]=[CH:35][C:34]=1[O:39]CC1C=CC=CC=1)[NH2:32].C1(N)CC1.C1([Mg]Br)CCCC1.[NH4+].[Cl-]. Product: [CH:25]1([NH:24][C:3](=[O:20])[C:4]2[CH:9]=[CH:8][C:7]([CH3:10])=[C:6]([N:11]3[CH:16]=[CH:15][N:14]=[C:13]([NH:32][C:31]([C:33]4[CH:38]=[CH:37][CH:36]=[CH:35][C:34]=4[OH:39])([CH3:30])[CH3:47])[C:12]3=[O:19])[CH:5]=2)[CH2:27][CH2:26]1. The catalyst class is: 214. (2) Reactant: Br[C:2]1[S:6][C:5]([NH:7][C:8]([NH:10][C:11]2[C:16]([CH3:17])=[CH:15][C:14]([CH3:18])=[CH:13][C:12]=2[CH3:19])=[O:9])=[C:4]([C:20]([O:22][C:23]([CH3:26])([CH3:25])[CH3:24])=[O:21])[CH:3]=1.[CH3:27][O:28][C:29]1[CH:34]=[CH:33][C:32](B(O)O)=[CH:31][CH:30]=1.C([O-])([O-])=O.[Na+].[Na+]. Product: [CH3:27][O:28][C:29]1[CH:34]=[CH:33][C:32]([C:2]2[S:6][C:5]([NH:7][C:8]([NH:10][C:11]3[C:16]([CH3:17])=[CH:15][C:14]([CH3:18])=[CH:13][C:12]=3[CH3:19])=[O:9])=[C:4]([C:20]([O:22][C:23]([CH3:26])([CH3:25])[CH3:24])=[O:21])[CH:3]=2)=[CH:31][CH:30]=1. The catalyst class is: 628. (3) Reactant: [N:1]([C@:4]12[CH2:39][CH2:38][C@@H:37]([C:40]3([CH3:43])[CH2:42][CH2:41]3)[C@@H:5]1[C@@H:6]1[C@@:19]([CH3:22])([CH2:20][CH2:21]2)[C@@:18]2([CH3:23])[C@@H:9]([C@:10]3([CH3:36])[C@@H:15]([CH2:16][CH2:17]2)[C:14]([CH3:25])([CH3:24])[C:13]([C:26]2[CH:35]=[CH:34][C:29]([C:30]([O:32][CH3:33])=[O:31])=[CH:28][CH:27]=2)=[CH:12][CH2:11]3)[CH2:8][CH2:7]1)=C=O.[ClH:44]. Product: [ClH:44].[NH2:1][C@:4]12[CH2:39][CH2:38][C@@H:37]([C:40]3([CH3:43])[CH2:42][CH2:41]3)[C@@H:5]1[C@@H:6]1[C@@:19]([CH3:22])([CH2:20][CH2:21]2)[C@@:18]2([CH3:23])[C@@H:9]([C@:10]3([CH3:36])[C@@H:15]([CH2:16][CH2:17]2)[C:14]([CH3:24])([CH3:25])[C:13]([C:26]2[CH:27]=[CH:28][C:29]([C:30]([O:32][CH3:33])=[O:31])=[CH:34][CH:35]=2)=[CH:12][CH2:11]3)[CH2:8][CH2:7]1. The catalyst class is: 1. (4) Reactant: [CH3:1][C:2]1[CH:3]=[C:4]([CH:19]=[CH:20][C:21]=1[CH3:22])[C:5]([C:7]1[C:16](=[O:17])[C:15]2[C:10](=[CH:11][CH:12]=[CH:13][CH:14]=2)[NH:9][C:8]=1[CH3:18])=[O:6].[H-].[Na+].[Br:25][C:26]1[CH:31]=[CH:30][CH:29]=[C:28]([CH2:32]Br)[N:27]=1. Product: [Br:25][C:26]1[N:27]=[C:28]([CH2:32][N:9]2[C:10]3[C:15](=[CH:14][CH:13]=[CH:12][CH:11]=3)[C:16](=[O:17])[C:7]([C:5](=[O:6])[C:4]3[CH:19]=[CH:20][C:21]([CH3:22])=[C:2]([CH3:1])[CH:3]=3)=[C:8]2[CH3:18])[CH:29]=[CH:30][CH:31]=1. The catalyst class is: 9. (5) Reactant: [CH2:1]([O:8][C:9]1[CH:10]=[CH:11][C:12]2[N:13]([N:16]=[CH:17][C:18]=2[C:19]([O:21][CH3:22])=[O:20])[C:14]=1Br)[C:2]1[CH:7]=[CH:6][CH:5]=[CH:4][CH:3]=1.[CH:23]1(B(O)O)[CH2:25][CH2:24]1.F[B-](F)(F)F.C1([PH+](C2CCCCC2)C2CCCCC2)CCCCC1.P(=O)(O)(O)O.[K]. Product: [CH2:1]([O:8][C:9]1[CH:10]=[CH:11][C:12]2[N:13]([N:16]=[CH:17][C:18]=2[C:19]([O:21][CH3:22])=[O:20])[C:14]=1[CH:23]1[CH2:25][CH2:24]1)[C:2]1[CH:7]=[CH:6][CH:5]=[CH:4][CH:3]=1. The catalyst class is: 167. (6) Reactant: [CH3:1][C:2]1[CH:7]=[CH:6][CH:5]=[C:4]([N+:8]([O-:10])=[O:9])[C:3]=1[NH2:11].[C:12](OC)(=O)C(OC)=O.CC(C)([O-])C.[K+].C(OCC)(=O)C. Product: [CH3:12][NH:11][C:3]1[C:4]([N+:8]([O-:10])=[O:9])=[CH:5][CH:6]=[CH:7][C:2]=1[CH3:1]. The catalyst class is: 9. (7) Reactant: [Cl:1][C:2]1[CH:7]=[CH:6][C:5]([NH:8][C:9](=[O:19])[C:10]2[CH:15]=[CH:14][C:13]([O:16][CH3:17])=[CH:12][C:11]=2[OH:18])=[C:4]([F:20])[CH:3]=1.[C:21](=O)([O-])[O-].[K+].[K+].IC. Product: [Cl:1][C:2]1[CH:7]=[CH:6][C:5]([NH:8][C:9](=[O:19])[C:10]2[CH:15]=[CH:14][C:13]([O:16][CH3:17])=[CH:12][C:11]=2[O:18][CH3:21])=[C:4]([F:20])[CH:3]=1. The catalyst class is: 21.